Dataset: Forward reaction prediction with 1.9M reactions from USPTO patents (1976-2016). Task: Predict the product of the given reaction. Given the reactants [CH2:1]([O:5][C:6]([C:8]1[NH:9][C:10](=O)[C:11]2[C:16]([C:17]=1[OH:18])=[CH:15][CH:14]=[C:13]([I:19])[CH:12]=2)=[O:7])[CH2:2][CH2:3][CH3:4].O=P(Cl)(Cl)[Cl:23], predict the reaction product. The product is: [CH2:1]([O:5][C:6]([C:8]1[N:9]=[C:10]([Cl:23])[C:11]2[C:16]([C:17]=1[OH:18])=[CH:15][CH:14]=[C:13]([I:19])[CH:12]=2)=[O:7])[CH2:2][CH2:3][CH3:4].